From a dataset of Catalyst prediction with 721,799 reactions and 888 catalyst types from USPTO. Predict which catalyst facilitates the given reaction. (1) Reactant: [CH3:1][O:2][C:3]1[CH:4]=[N:5][C:6]([N:11]2[C:20](=[O:21])[C:19]3[C:14](=[CH:15][C:16]([C:22]([OH:24])=O)=[CH:17][CH:18]=3)[NH:13][C:12]2=[S:25])=[N:7][C:8]=1[O:9][CH3:10].[NH2:26][CH2:27][C:28]([O:30]C(C)(C)C)=[O:29].CCN(C(C)C)C(C)C.CN(C(ON1N=NC2C=CC=NC1=2)=[N+](C)C)C.F[P-](F)(F)(F)(F)F. Product: [CH3:10][O:9][C:8]1[C:3]([O:2][CH3:1])=[CH:4][N:5]=[C:6]([N:11]2[C:20](=[O:21])[C:19]3[C:14](=[CH:15][C:16]([C:22]([NH:26][CH2:27][C:28]([OH:30])=[O:29])=[O:24])=[CH:17][CH:18]=3)[NH:13][C:12]2=[S:25])[N:7]=1. The catalyst class is: 39. (2) Reactant: [C:1]([O:5][C:6](=[O:43])[NH:7][CH2:8][CH2:9][CH2:10][N:11]1[C:20]2[CH:19]=[CH:18][C:17]([Cl:21])=[CH:16][C:15]=2[C:14]2=[N:22][N:23]([CH:36]3[CH2:41][CH2:40][CH2:39][CH2:38][O:37]3)[C:24]([CH2:25][CH2:26][CH2:27][O:28]CC3C=CC=CC=3)=[C:13]2[C:12]1=[O:42])([CH3:4])([CH3:3])[CH3:2]. Product: [C:1]([O:5][C:6](=[O:43])[NH:7][CH2:8][CH2:9][CH2:10][N:11]1[C:20]2[CH:19]=[CH:18][C:17]([Cl:21])=[CH:16][C:15]=2[C:14]2=[N:22][N:23]([CH:36]3[CH2:41][CH2:40][CH2:39][CH2:38][O:37]3)[C:24]([CH2:25][CH2:26][CH2:27][OH:28])=[C:13]2[C:12]1=[O:42])([CH3:4])([CH3:2])[CH3:3]. The catalyst class is: 29. (3) Reactant: ClC(Cl)(Cl)[C:3]([NH:5][C:6]1[CH:11]=[CH:10][C:9]([C:12](=[O:20])[C:13]2[CH:18]=[CH:17][C:16]([I:19])=[CH:15][CH:14]=2)=[CH:8][C:7]=1[C:21](=O)[C:22]1[CH:27]=[CH:26][CH:25]=[C:24]([Cl:28])[CH:23]=1)=[O:4].C([O-])(=O)C.[NH4+:36]. Product: [Cl:28][C:24]1[CH:23]=[C:22]([C:21]2[C:7]3[C:6](=[CH:11][CH:10]=[C:9]([C:12](=[O:20])[C:13]4[CH:18]=[CH:17][C:16]([I:19])=[CH:15][CH:14]=4)[CH:8]=3)[NH:5][C:3](=[O:4])[N:36]=2)[CH:27]=[CH:26][CH:25]=1. The catalyst class is: 16. (4) Reactant: [F:1][C:2]1[CH:9]=[C:8]([O:10][CH2:11][CH2:12][O:13][CH3:14])[C:7]([O:15][CH3:16])=[CH:6][C:3]=1[CH:4]=[O:5].[OH-].[K+].[O-:19][Mn](=O)(=O)=O.[K+]. Product: [F:1][C:2]1[CH:9]=[C:8]([O:10][CH2:11][CH2:12][O:13][CH3:14])[C:7]([O:15][CH3:16])=[CH:6][C:3]=1[C:4]([OH:19])=[O:5]. The catalyst class is: 12. (5) Reactant: [OH:1][CH2:2][C:3]1([CH3:16])[CH2:8][CH2:7][CH2:6][N:5]([C:9]([O:11][C:12]([CH3:15])([CH3:14])[CH3:13])=[O:10])[CH2:4]1.CS(C)=O.CCN(CC)CC. Product: [CH:2]([C:3]1([CH3:16])[CH2:8][CH2:7][CH2:6][N:5]([C:9]([O:11][C:12]([CH3:15])([CH3:14])[CH3:13])=[O:10])[CH2:4]1)=[O:1]. The catalyst class is: 158. (6) Reactant: C(N(CC)C(=O)O[CH2:6][N:7]1[CH2:11][CH:10]([CH2:12][CH2:13][CH3:14])[CH2:9][C:8]1=[O:15])C.[CH3:19][S:20][C:21]1[NH:22][C:23]2[CH:29]=[CH:28][CH:27]=[CH:26][C:24]=2[N:25]=1. Product: [CH3:19][S:20][C:21]1[N:22]([CH2:6][N:7]2[CH2:11][CH:10]([CH2:12][CH2:13][CH3:14])[CH2:9][C:8]2=[O:15])[C:23]2[CH:29]=[CH:28][CH:27]=[CH:26][C:24]=2[N:25]=1. The catalyst class is: 10. (7) Reactant: [CH3:1][S:2](Cl)(=[O:4])=[O:3].[CH2:6]([O:8][P:9]([CH2:14][CH:15]([CH2:25][OH:26])[CH2:16][P:17](=[O:24])([O:21][CH2:22][CH3:23])[O:18][CH2:19][CH3:20])(=[O:13])[O:10][CH2:11][CH3:12])[CH3:7].C(N(CC)CC)C. Product: [CH2:19]([O:18][P:17]([CH2:16][CH:15]([CH2:25][O:26][S:2]([CH3:1])(=[O:4])=[O:3])[CH2:14][P:9](=[O:13])([O:10][CH2:11][CH3:12])[O:8][CH2:6][CH3:7])(=[O:24])[O:21][CH2:22][CH3:23])[CH3:20]. The catalyst class is: 4.